Task: Regression. Given a peptide amino acid sequence and an MHC pseudo amino acid sequence, predict their binding affinity value. This is MHC class I binding data.. Dataset: Peptide-MHC class I binding affinity with 185,985 pairs from IEDB/IMGT The peptide sequence is AFLILPQAK. The MHC is HLA-A11:01 with pseudo-sequence HLA-A11:01. The binding affinity (normalized) is 0.117.